This data is from Forward reaction prediction with 1.9M reactions from USPTO patents (1976-2016). The task is: Predict the product of the given reaction. Given the reactants [CH3:1][C:2]([O:5][C:6]([N:8]1[C@@H:12]2[CH2:13][C:14]([CH2:16][C@H:9]1[CH2:10][CH2:11]2)=[O:15])=[O:7])([CH3:4])[CH3:3].[BH4-].[Na+], predict the reaction product. The product is: [C:2]([O:5][C:6]([N:8]1[CH:12]2[CH2:11][CH2:10][CH:9]1[CH2:16][CH:14]([OH:15])[CH2:13]2)=[O:7])([CH3:4])([CH3:1])[CH3:3].